The task is: Predict which catalyst facilitates the given reaction.. This data is from Catalyst prediction with 721,799 reactions and 888 catalyst types from USPTO. (1) Reactant: C([Li])CCC.Br[C:7]1[C:8]([C:22]2[CH:27]=[CH:26][CH:25]=[CH:24][CH:23]=2)=[N:9][N:10]2[C:15]([Si:16]([CH3:19])([CH3:18])[CH3:17])=[C:14]([O:20][CH3:21])[CH:13]=[CH:12][C:11]=12.[CH:28]([C:30]1[O:34][C:33]([C:35]([O:37][CH3:38])=[O:36])=[CH:32][CH:31]=1)=[O:29].[Cl-].[NH4+]. Product: [OH:29][CH:28]([C:7]1[C:8]([C:22]2[CH:27]=[CH:26][CH:25]=[CH:24][CH:23]=2)=[N:9][N:10]2[C:15]([Si:16]([CH3:19])([CH3:18])[CH3:17])=[C:14]([O:20][CH3:21])[CH:13]=[CH:12][C:11]=12)[C:30]1[O:34][C:33]([C:35]([O:37][CH3:38])=[O:36])=[CH:32][CH:31]=1. The catalyst class is: 188. (2) Reactant: Br[CH:2]([C:7]1[CH:12]=[CH:11][CH:10]=[CH:9][CH:8]=1)[C:3]([O:5][CH3:6])=[O:4].[N:13]1([C:19]2[CH:24]=[CH:23][C:22]([NH:25][C:26]([C:28]3[C:29]([C:34]4[CH:39]=[CH:38][CH:37]=[CH:36][CH:35]=4)=[CH:30][CH:31]=[CH:32][CH:33]=3)=[O:27])=[CH:21][CH:20]=2)[CH2:18][CH2:17][NH:16][CH2:15][CH2:14]1.C([O-])([O-])=O.[Na+].[Na+]. Product: [C:29]1([C:34]2[CH:35]=[CH:36][CH:37]=[CH:38][CH:39]=2)[CH:30]=[CH:31][CH:32]=[CH:33][C:28]=1[C:26]([NH:25][C:22]1[CH:21]=[CH:20][C:19]([N:13]2[CH2:18][CH2:17][N:16]([CH:2]([C:7]3[CH:12]=[CH:11][CH:10]=[CH:9][CH:8]=3)[C:3]([O:5][CH3:6])=[O:4])[CH2:15][CH2:14]2)=[CH:24][CH:23]=1)=[O:27]. The catalyst class is: 3. (3) Reactant: C([O-])(=O)C.[NH4+].[CH2:6]([N:13]1[CH2:18][CH:17]([CH2:19][CH3:20])[C:16](=O)[CH:15]([CH2:22][CH3:23])[CH2:14]1)[C:7]1[CH:12]=[CH:11][CH:10]=[CH:9][CH:8]=1.C([BH3-])#[N:25].[Na+]. Product: [NH2:25][CH:16]1[CH:17]([CH2:19][CH3:20])[CH2:18][N:13]([CH2:6][C:7]2[CH:12]=[CH:11][CH:10]=[CH:9][CH:8]=2)[CH2:14][CH:15]1[CH2:22][CH3:23]. The catalyst class is: 5. (4) Reactant: Br[CH2:2][CH2:3][CH2:4][N:5]1[C:9](=[O:10])[C:8]2=[CH:11][CH:12]=[CH:13][CH:14]=[C:7]2[C:6]1=[O:15].[CH:16]([N:29]1[CH2:34][C@H:33]([CH3:35])[NH:32][C@H:31]([CH3:36])[CH2:30]1)([C:23]1[CH:28]=[CH:27][CH:26]=[CH:25][CH:24]=1)[C:17]1[CH:22]=[CH:21][CH:20]=[CH:19][CH:18]=1.C(N(C(C)C)CC)(C)C. Product: [CH:16]([N:29]1[CH2:30][C@@H:31]([CH3:36])[N:32]([CH2:2][CH2:3][CH2:4][N:5]2[C:9](=[O:10])[C:8]3[C:7](=[CH:14][CH:13]=[CH:12][CH:11]=3)[C:6]2=[O:15])[C@@H:33]([CH3:35])[CH2:34]1)([C:23]1[CH:28]=[CH:27][CH:26]=[CH:25][CH:24]=1)[C:17]1[CH:22]=[CH:21][CH:20]=[CH:19][CH:18]=1. The catalyst class is: 80.